Dataset: Catalyst prediction with 721,799 reactions and 888 catalyst types from USPTO. Task: Predict which catalyst facilitates the given reaction. (1) Reactant: C(OC([N:8]1[C:16]2[C:11](=[N:12][C:13]([O:17][CH3:18])=[CH:14][CH:15]=2)[CH:10]=[C:9]1[C:19]1[C:20]2[S:33][CH:32]=[CH:31][C:21]=2[N:22](C(OC(C)(C)C)=O)[N:23]=1)=O)(C)(C)C.C1(OC)C=CC=CC=1.FC(F)(F)C(O)=O.C(=O)([O-])[O-].[K+].[K+]. Product: [CH3:18][O:17][C:13]1[N:12]=[C:11]2[CH:10]=[C:9]([C:19]3[C:20]4[S:33][CH:32]=[CH:31][C:21]=4[NH:22][N:23]=3)[NH:8][C:16]2=[CH:15][CH:14]=1. The catalyst class is: 4. (2) Reactant: S(Cl)(Cl)=O.[CH3:5][O:6][C:7](=[O:28])[C:8]1[CH:16]=[C:15]([NH:17][C:18]([O:20][CH2:21][C:22]2[CH:27]=[CH:26][CH:25]=[CH:24][CH:23]=2)=[O:19])[CH:14]=[C:10]([C:11](O)=[O:12])[CH:9]=1.[CH3:29][NH:30][CH3:31].[Cl-].[NH4+]. Product: [CH3:5][O:6][C:7](=[O:28])[C:8]1[CH:16]=[C:15]([NH:17][C:18]([O:20][CH2:21][C:22]2[CH:27]=[CH:26][CH:25]=[CH:24][CH:23]=2)=[O:19])[CH:14]=[C:10]([C:11]([N:30]([CH3:31])[CH3:29])=[O:12])[CH:9]=1. The catalyst class is: 76.